From a dataset of Reaction yield outcomes from USPTO patents with 853,638 reactions. Predict the reaction yield, written as a fraction of the theoretical maximum amount of product (1.0 means a 100% yield; for example, 0.34 means a 34% yield). (1) The reactants are [H-].[Na+].[Cl:3][C:4]1[CH:9]=[CH:8][CH:7]=[CH:6][C:5]=1[OH:10].Br[CH2:12][CH:13]=[CH2:14].[Cl-].[NH4+]. The catalyst is CN(C=O)C. The product is [Cl:3][C:4]1[CH:9]=[CH:8][CH:7]=[CH:6][C:5]=1[O:10][CH2:14][CH:13]=[CH2:12]. The yield is 0.890. (2) The reactants are [OH-].[Na+].C([N:6]([C:14]1[CH:19]=[C:18]([CH3:20])[C:17]([Br:21])=[C:16]([CH3:22])[CH:15]=1)[CH2:7][CH2:8][O:9]C(=O)CBr)(=O)C. The catalyst is CCO.C(OCC)(=O)C. The product is [Br:21][C:17]1[C:18]([CH3:20])=[CH:19][C:14]([NH:6][CH2:7][CH2:8][OH:9])=[CH:15][C:16]=1[CH3:22]. The yield is 0.680. (3) The reactants are [Li+].C[Si]([N-][Si](C)(C)C)(C)C.[CH3:11][N:12]([C:25](=[O:28])[CH2:26][CH3:27])[N:13]=[C:14]([C:20]([O:22]CC)=O)[C:15]([O:17][CH2:18][CH3:19])=[O:16]. The catalyst is C1COCC1. The product is [OH:22][C:20]1[C:14]([C:15]([O:17][CH2:18][CH3:19])=[O:16])=[N:13][N:12]([CH3:11])[C:25](=[O:28])[C:26]=1[CH3:27]. The yield is 0.610. (4) The reactants are CC(C)([O-])C.[K+].[C:7]([C:10]1[CH:15]=[CH:14][CH:13]=[CH:12][N:11]=1)(=[O:9])[CH3:8].[F:16][C:17]([F:24])([F:23])[C:18](OCC)=[O:19].OS(O)(=O)=O. The catalyst is C1COCC1. The product is [O:19]=[C:18]([C:17]([F:24])([F:23])[F:16])[CH2:8][C:7]([C:10]1[CH:15]=[CH:14][CH:13]=[CH:12][N:11]=1)=[O:9]. The yield is 0.810. (5) The reactants are [CH:1](NC(C)C)(C)C.C([Li])CCC.[Cl:13][C:14]1[CH:19]=[CH:18][C:17]([N:20]2[CH2:25][CH2:24][CH:23]([C:26]([O:28][CH3:29])=[O:27])[CH2:22][CH2:21]2)=[CH:16][C:15]=1[O:30][CH3:31].IC. The catalyst is C1COCC1.O. The product is [Cl:13][C:14]1[CH:19]=[CH:18][C:17]([N:20]2[CH2:25][CH2:24][C:23]([CH3:1])([C:26]([O:28][CH3:29])=[O:27])[CH2:22][CH2:21]2)=[CH:16][C:15]=1[O:30][CH3:31]. The yield is 0.920. (6) The reactants are [NH2:1][C:2]1[CH:10]=[CH:9][C:8]([Br:11])=[CH:7][C:3]=1[C:4]([OH:6])=[O:5].OS(O)(=O)=O.[CH3:17]O. No catalyst specified. The product is [CH3:17][O:5][C:4](=[O:6])[C:3]1[CH:7]=[C:8]([Br:11])[CH:9]=[CH:10][C:2]=1[NH2:1]. The yield is 0.760.